From a dataset of Reaction yield outcomes from USPTO patents with 853,638 reactions. Predict the reaction yield, written as a fraction of the theoretical maximum amount of product (1.0 means a 100% yield; for example, 0.34 means a 34% yield). (1) The reactants are [Cl:1][C:2]1[C:3](F)=[C:4]([I:14])[C:5]([O:11][CH2:12][CH3:13])=[C:6]([C:8](=[O:10])[CH3:9])[CH:7]=1.[CH2:16](O)CO. The catalyst is C1(C)C=CC=CC=1.O.C1(C)C=CC(S(O)(=O)=O)=CC=1. The product is [Cl:1][C:2]1[C:3]([CH3:16])=[C:4]([I:14])[C:5]([O:11][CH2:12][CH3:13])=[C:6]([CH:8]([OH:10])[CH3:9])[CH:7]=1. The yield is 0.990. (2) The reactants are [Br:1][C:2]1[CH:3]=[C:4]2[C:9](=[CH:10][C:11]=1[F:12])[N:8]=[CH:7][C:6]([C:13]([CH:15]1[CH2:17][CH2:16]1)=[O:14])=[C:5]2Cl.[CH3:19][N:20]([CH3:28])[C@H:21]1[CH2:26][CH2:25][C@H:24]([NH2:27])[CH2:23][CH2:22]1. No catalyst specified. The product is [Br:1][C:2]1[CH:3]=[C:4]2[C:9](=[CH:10][C:11]=1[F:12])[N:8]=[CH:7][C:6]([C:13]([CH:15]1[CH2:17][CH2:16]1)=[O:14])=[C:5]2[NH:27][C@H:24]1[CH2:25][CH2:26][C@H:21]([N:20]([CH3:28])[CH3:19])[CH2:22][CH2:23]1. The yield is 0.540.